This data is from Experimentally validated miRNA-target interactions with 360,000+ pairs, plus equal number of negative samples. The task is: Binary Classification. Given a miRNA mature sequence and a target amino acid sequence, predict their likelihood of interaction. (1) The miRNA is hsa-miR-4525 with sequence GGGGGGAUGUGCAUGCUGGUU. The protein sequence of the target gene is MVTMEELREMDCSVLKRLMNRDENGGGAGGSGSHGTLGLPSGGKCLLLDCRPFLAHSAGYILGSVNVRCNTIVRRRAKGSVSLEQILPAEEEVRARLRSGLYSAVIVYDERSPRAESLREDSTVSLVVQALRRNAERTDICLLKGGYERFSSEYPEFCSKTKALAAIPPPVPPSATEPLDLGCSSCGTPLHDQGGPVEILPFLYLGSAYHAARRDMLDALGITALLNVSSDCPNHFEGHYQYKCIPVEDNHKADISSWFMEAIEYIDAVKDCRGRVLVHCQAGISRSATICLAYLMMKKR.... Result: 0 (no interaction). (2) The miRNA is hsa-miR-5192 with sequence AGGAGAGUGGAUUCCAGGUGGU. The protein sequence of the target gene is MAERPEDLNLPNAVITRIIKEALPDGVNISKEARSAISRAASVFVLYATSCANNFAMKGKRKTLNASDVLSAMEEMEFQRFVTPLKEALEAYRREQKGKKEASEQKKKDKDKKTDSEEQDKSRDEDNDEDEERLEEEEQNEEEEVDN. Result: 1 (interaction). (3) The miRNA is hsa-miR-5687 with sequence UUAGAACGUUUUAGGGUCAAAU. The protein sequence of the target gene is MQGPGGNVSRGLPSGPASTVASGAGRCESGALMHSFGIFLQGLLGVVAFSTLMLKRFREPKHERRPWRIWFLDTSKQAIGMLFIHFANVYLADLTEEDPCSLYLINFLLDATVGMLLIYVGVRAVGVLVEWQQWESLRFGEYGDPLQCGAWVGQCALYIVIMIFEKSVVFIVLLILQWKKVALLNPIENPDLKLAIVMLIVPFFVNAFMFWVVDNFLMRKGKTKAKLEERGANQDSRNGSKVRYRRAASHEESESEILISADDEMEESDAEEDLRRPVKKKHRFGLPV. Result: 0 (no interaction). (4) The miRNA is mmu-miR-1195 with sequence UGAGUUCGAGGCCAGCCUGCUCA. The protein sequence of the target gene is MWLSPEEVLVANALWVTERANPFFVLQRRRGHGRGGGLTGLLVGTLDVVLDSSARVAPYRILHQTQDSQVYWTVACGSSRKEITKHWEWLENNLLQTLSIFDSEEDITTFVKGKIHGIIAEENKNLQPQGDEDPGKFKEAELKMRKQFGMPEGEKLVNYYSCSYWKGRVPRQGWLYLTVNHLCFYSFLLGKEVSLVVQWVDITRLEKNATLLFPESIRVDTRDQELFFSMFLNIGETFKLMEQLANLAMRQLLDSEGFLEDKALPRPIRPHRNISALKRDLDARAKNECYRATFRLPRDE.... Result: 0 (no interaction). (5) The miRNA is hsa-miR-2116-3p with sequence CCUCCCAUGCCAAGAACUCCC. The protein sequence of the target gene is MLLLLLLLLVAAAQAVALAPRRFTPDWQSLDSRPLPSWFDEAKFGVFVHWGVFSVPAWGSEWFWWHWQGDRMPAYQRFMTENYPPGFSYADFAPQFTARFFHPDQWAELFQAAGAKYVVLTTKHHEGFTNWPSPVSWNWNSKDVGPHRDLVGELGAAVRKRNIRYGLYHSLLEWFHPLYLLDKKNGFKTQHFVRAKTMPELYDLVNSYKPDLIWSDGEWECPDTYWNSTSFLAWLYNDSPVKDEVIVNDRWGQNCSCHHGGYYNCQDKYKPQSLPDHKWEMCTSMDRASWGYRKDMTMST.... Result: 0 (no interaction).